Dataset: Reaction yield outcomes from USPTO patents with 853,638 reactions. Task: Predict the reaction yield, written as a fraction of the theoretical maximum amount of product (1.0 means a 100% yield; for example, 0.34 means a 34% yield). The reactants are [CH3:1][O:2][C:3]([C:5]1([C:8]2[CH:13]=[CH:12][C:11]([OH:14])=[C:10]([NH2:15])[CH:9]=2)[CH2:7][CH2:6]1)=[O:4].Cl[C:17](Cl)([O:19]C(=O)OC(Cl)(Cl)Cl)Cl.O. The catalyst is C1COCC1. The product is [CH3:1][O:2][C:3]([C:5]1([C:8]2[CH:13]=[CH:12][C:11]3[O:14][C:17](=[O:19])[NH:15][C:10]=3[CH:9]=2)[CH2:7][CH2:6]1)=[O:4]. The yield is 0.910.